Dataset: Reaction yield outcomes from USPTO patents with 853,638 reactions. Task: Predict the reaction yield, written as a fraction of the theoretical maximum amount of product (1.0 means a 100% yield; for example, 0.34 means a 34% yield). The reactants are C(O[C:6](=O)[N:7]([CH2:9][CH2:10][CH2:11][NH:12][C:13]([O:15][CH2:16][CH:17]1[C:29]2[CH:28]=[CH:27][CH:26]=[CH:25][C:24]=2[C:23]2[C:18]1=[CH:19][CH:20]=[CH:21][CH:22]=2)=[O:14])C)(C)(C)C.[ClH:31]. The catalyst is CCOC(C)=O. The product is [ClH:31].[CH:19]1[C:18]2[CH:17]([CH2:16][O:15][C:13](=[O:14])[NH:12][CH2:11][CH2:10][CH2:9][NH:7][CH3:6])[C:29]3[C:24](=[CH:25][CH:26]=[CH:27][CH:28]=3)[C:23]=2[CH:22]=[CH:21][CH:20]=1. The yield is 0.780.